From a dataset of Reaction yield outcomes from USPTO patents with 853,638 reactions. Predict the reaction yield, written as a fraction of the theoretical maximum amount of product (1.0 means a 100% yield; for example, 0.34 means a 34% yield). (1) The reactants are [NH2:1][CH2:2][CH2:3][OH:4].[CH3:5][C:6]([O:9][C:10](O[C:10]([O:9][C:6]([CH3:8])([CH3:7])[CH3:5])=[O:11])=[O:11])([CH3:8])[CH3:7].CO. The catalyst is C(Cl)Cl. The product is [C:6]([O:9][C:10](=[O:11])[NH:1][CH2:2][CH2:3][OH:4])([CH3:8])([CH3:7])[CH3:5]. The yield is 0.910. (2) The reactants are [Br:1][C:2]1[C:7]([N:8]2[CH2:13][CH2:12][C:11](=[N:14]O)[CH2:10][CH2:9]2)=[CH:6][CH:5]=[C:4]([O:16][CH3:17])[N:3]=1.C(=O)([O-])[O-:19].[Na+].[Na+].C1(C)C=CC(S(Cl)(=O)=O)=CC=1. The catalyst is CC(C)=O. The product is [Br:1][C:2]1[C:7]([N:8]2[CH2:13][CH2:12][C:11](=[O:19])[NH:14][CH2:10][CH2:9]2)=[CH:6][CH:5]=[C:4]([O:16][CH3:17])[N:3]=1. The yield is 0.920. (3) The yield is 0.840. The catalyst is COCCOC.O.C1C=CC([P]([Pd]([P](C2C=CC=CC=2)(C2C=CC=CC=2)C2C=CC=CC=2)([P](C2C=CC=CC=2)(C2C=CC=CC=2)C2C=CC=CC=2)[P](C2C=CC=CC=2)(C2C=CC=CC=2)C2C=CC=CC=2)(C2C=CC=CC=2)C2C=CC=CC=2)=CC=1. The product is [C:5]([O:53][C:52]([NH:51][C@H:30]([C:31]1[NH:35][CH:34]=[C:33]([C:36]2[CH:41]=[CH:40][C:39]([C:2]3[CH:7]=[CH:6][C:5]([C:8]4[N:9]=[C:10]([C@@H:13]5[CH2:17][CH2:16][CH2:15][N:14]5[C:18]([O:20][CH2:21][C:22]5[CH:27]=[CH:26][CH:25]=[CH:24][CH:23]=5)=[O:19])[NH:11][CH:12]=4)=[CH:4][CH:3]=3)=[CH:38][CH:37]=2)[N:32]=1)[C:29]([CH3:55])([CH3:28])[CH3:56])=[O:54])([CH3:8])([CH3:6])[CH3:4]. The reactants are Br[C:2]1[CH:7]=[CH:6][C:5]([C:8]2[N:9]=[C:10]([C@@H:13]3[CH2:17][CH2:16][CH2:15][N:14]3[C:18]([O:20][CH2:21][C:22]3[CH:27]=[CH:26][CH:25]=[CH:24][CH:23]=3)=[O:19])[NH:11][CH:12]=2)=[CH:4][CH:3]=1.[CH3:28][C:29]([CH3:56])([CH3:55])[CH:30]([NH:51][C:52](=[O:54])[O-:53])[C:31]1[NH:32][C:33]([C:36]2[CH:41]=[CH:40][C:39](B3OC(C)(C)C(C)(C)O3)=[CH:38][CH:37]=2)=[CH:34][N:35]=1.C([O-])(O)=O.[Na+].N#N. (4) The reactants are C(=O)([O-])[O-].[Na+].[Na+].[Si]([O:14][C:15]1[CH:16]=[C:17]2[C:22](=[CH:23][CH:24]=1)[CH:21]=[C:20](B(O)O)[CH:19]=[CH:18]2)(C(C)(C)C)(C)C.I[C:29]1[CH:34]=[CH:33][C:32]([N+:35]([O-:37])=[O:36])=[CH:31][CH:30]=1. The catalyst is O.C1(C)C=CC=CC=1.C1C=CC([P]([Pd]([P](C2C=CC=CC=2)(C2C=CC=CC=2)C2C=CC=CC=2)([P](C2C=CC=CC=2)(C2C=CC=CC=2)C2C=CC=CC=2)[P](C2C=CC=CC=2)(C2C=CC=CC=2)C2C=CC=CC=2)(C2C=CC=CC=2)C2C=CC=CC=2)=CC=1. The product is [N+:35]([C:32]1[CH:33]=[CH:34][C:29]([C:20]2[CH:21]=[C:22]3[C:17](=[CH:18][CH:19]=2)[CH:16]=[C:15]([OH:14])[CH:24]=[CH:23]3)=[CH:30][CH:31]=1)([O-:37])=[O:36]. The yield is 0.818. (5) The reactants are [I:1]C.[CH3:3][O:4][C:5]1[C:14]2[O:15][C:16]([CH3:19])([CH3:18])[CH2:17][C:13]=2[C:12]2[C:11]([C:20]3[CH:25]=[CH:24][CH:23]=[CH:22][CH:21]=3)=[N:10][C:9]([CH3:27])([CH3:26])[CH2:8][C:7]=2[C:6]=1[CH2:28][N:29]([CH3:31])[CH3:30].[CH3:32]CCCCC. The catalyst is C1(C)C=CC=CC=1. The product is [I-:1].[CH3:3][O:4][C:5]1[C:14]2[O:15][C:16]([CH3:18])([CH3:19])[CH2:17][C:13]=2[C:12]2[C:11]([C:20]3[CH:25]=[CH:24][CH:23]=[CH:22][CH:21]=3)=[N:10][C:9]([CH3:27])([CH3:26])[CH2:8][C:7]=2[C:6]=1[CH2:28][N+:29]([CH3:32])([CH3:31])[CH3:30]. The yield is 0.930. (6) The reactants are [CH:1]([O:6][CH3:7])([O:4][CH3:5])OC.[CH:8]([C:11]1[C:12]([O:19][CH2:20][O:21][CH3:22])=[C:13]([CH:16]=[CH:17][CH:18]=1)C=O)([CH3:10])[CH3:9]. The catalyst is CO.[Cl-].[NH4+]. The product is [CH3:7][O:6][CH:1]([O:4][CH3:5])[C:13]1[CH:16]=[CH:17][CH:18]=[C:11]([CH:8]([CH3:10])[CH3:9])[C:12]=1[O:19][CH2:20][O:21][CH3:22]. The yield is 0.910. (7) The reactants are [CH3:1][C:2]1[N:7]=[C:6]([CH2:8][CH2:9][CH3:10])[NH:5][C:4](=[O:11])[C:3]=1[CH2:12][CH:13]1[CH2:18][CH2:17][CH2:16][CH2:15][O:14]1.Br[CH2:20][C:21]1[CH:26]=[CH:25][C:24]([C:27]2[CH:32]=[CH:31][CH:30]=[CH:29][C:28]=2[C:33]2[N:37]=[C:36](C(Cl)(Cl)Cl)[O:35][N:34]=2)=[CH:23][CH:22]=1.C(=O)([O-])[O-:43].[K+].[K+]. The catalyst is C(#N)C.C(OCC)(=O)C. The product is [CH3:1][C:2]1[N:7]=[C:6]([CH2:8][CH2:9][CH3:10])[N:5]([CH2:20][C:21]2[CH:26]=[CH:25][C:24]([C:27]3[CH:32]=[CH:31][CH:30]=[CH:29][C:28]=3[C:33]3[NH:37][C:36](=[O:43])[O:35][N:34]=3)=[CH:23][CH:22]=2)[C:4](=[O:11])[C:3]=1[CH2:12][CH:13]1[CH2:18][CH2:17][CH2:16][CH2:15][O:14]1. The yield is 0.170. (8) The reactants are [Br:1][C:2]1[C:3]([NH2:12])=[N:4][CH:5]=[C:6]([N+:9]([O-:11])=[O:10])[C:7]=1[CH3:8].CO[CH:15](OC)[N:16]([CH3:18])[CH3:17]. The catalyst is CN(C=O)C. The product is [Br:1][C:2]1[C:3]([N:12]=[CH:15][N:16]([CH3:18])[CH3:17])=[N:4][CH:5]=[C:6]([N+:9]([O-:11])=[O:10])[C:7]=1/[CH:8]=[CH:15]/[N:16]([CH3:18])[CH3:17]. The yield is 0.840.